Dataset: Full USPTO retrosynthesis dataset with 1.9M reactions from patents (1976-2016). Task: Predict the reactants needed to synthesize the given product. Given the product [F:1][C:2]1[CH:3]=[CH:4][C:5]2[N:9]=[CH:8][N:7]([C:10]3[N:18]=[C:17]4[C:13]([NH:14][C:15](=[O:25])[N:16]4[CH:19]4[CH2:24][CH2:23][O:22][CH2:21][CH2:20]4)=[C:12]([C:26]([OH:28])=[O:27])[N:11]=3)[C:6]=2[CH:31]=1, predict the reactants needed to synthesize it. The reactants are: [F:1][C:2]1[CH:3]=[CH:4][C:5]2[N:9]=[CH:8][N:7]([C:10]3[N:18]=[C:17]4[C:13]([NH:14][C:15](=[O:25])[N:16]4[CH:19]4[CH2:24][CH2:23][O:22][CH2:21][CH2:20]4)=[C:12]([C:26]([O:28]CC)=[O:27])[N:11]=3)[C:6]=2[CH:31]=1.